This data is from Forward reaction prediction with 1.9M reactions from USPTO patents (1976-2016). The task is: Predict the product of the given reaction. (1) Given the reactants [F:1][C:2]1[CH:9]=[CH:8][C:7]([F:10])=[CH:6][C:3]=1[CH:4]=[O:5].[CH3:11][N:12]1[C:16]2[CH:17]=[CH:18][CH:19]=[CH:20][C:15]=2[N:14]=[CH:13]1.[C:21](O[C:21]([O:23][C:24]([CH3:27])([CH3:26])[CH3:25])=[O:22])([O:23][C:24]([CH3:27])([CH3:26])[CH3:25])=[O:22], predict the reaction product. The product is: [C:24]([O:23][C:21]([O:5][CH:4]([C:3]1[CH:6]=[C:7]([F:10])[CH:8]=[CH:9][C:2]=1[F:1])[C:13]1[N:12]([CH3:11])[C:16]2[CH:17]=[CH:18][CH:19]=[CH:20][C:15]=2[N:14]=1)=[O:22])([CH3:27])([CH3:26])[CH3:25]. (2) Given the reactants Cl[C:2]1[N:10]=[C:9]2[C:5]([N:6]=[C:7]([CH2:12][N:13]3[CH2:18][CH2:17][N:16]([C:19]([CH3:23])([CH3:22])[CH2:20][OH:21])[CH2:15][CH2:14]3)[N:8]2[CH3:11])=[C:4]([N:24]2[CH2:29][CH2:28][O:27][CH2:26][CH2:25]2)[N:3]=1.[CH3:30][C:31]1[NH:35][C:34]2[CH:36]=[CH:37][CH:38]=[CH:39][C:33]=2[N:32]=1, predict the reaction product. The product is: [CH3:23][C:19]([N:16]1[CH2:15][CH2:14][N:13]([CH2:12][C:7]2[N:8]([CH3:11])[C:9]3[C:5]([N:6]=2)=[C:4]([N:24]2[CH2:25][CH2:26][O:27][CH2:28][CH2:29]2)[N:3]=[C:2]([N:32]2[C:33]4[CH:39]=[CH:38][CH:37]=[CH:36][C:34]=4[N:35]=[C:31]2[CH3:30])[N:10]=3)[CH2:18][CH2:17]1)([CH3:22])[CH2:20][OH:21].